From a dataset of Reaction yield outcomes from USPTO patents with 853,638 reactions. Predict the reaction yield, written as a fraction of the theoretical maximum amount of product (1.0 means a 100% yield; for example, 0.34 means a 34% yield). (1) The reactants are [CH3:1][N:2]1[CH2:7][CH2:6][CH:5]([NH:8][C:9]2[CH:14]=[CH:13][CH:12]=[C:11]([N+:15]([O-])=O)[CH:10]=2)[CH2:4][CH2:3]1. The catalyst is [Pd].CO. The product is [CH3:1][N:2]1[CH2:3][CH2:4][CH:5]([NH:8][C:9]2[CH:14]=[CH:13][CH:12]=[C:11]([NH2:15])[CH:10]=2)[CH2:6][CH2:7]1. The yield is 1.00. (2) The reactants are [I:1][C:2]1[CH:3]=[C:4]2[C:9](=[CH:10][CH:11]=1)[C:8](=[O:12])[NH:7][C:6](=[O:13])/[C:5]/2=[CH:14]/OC.[F:17][C:18]1[C:23]([NH2:24])=[CH:22][CH:21]=[C:20]([N:25]2[CH2:30][CH2:29][N:28]([CH3:31])[CH2:27][CH2:26]2)[N:19]=1.C(N(CC)CC)C. The catalyst is CN(C)C=O. The product is [F:17][C:18]1[C:23]([NH:24]/[CH:14]=[C:5]2\[C:6](=[O:13])[NH:7][C:8](=[O:12])[C:9]3[C:4]\2=[CH:3][C:2]([I:1])=[CH:11][CH:10]=3)=[CH:22][CH:21]=[C:20]([N:25]2[CH2:30][CH2:29][N:28]([CH3:31])[CH2:27][CH2:26]2)[N:19]=1. The yield is 0.490. (3) The reactants are C(=O)([O-])[O-].[K+].[K+].[Cl:7][C:8]1[CH:13]=[CH:12][CH:11]=[CH:10][C:9]=1[N:14]1[C:22]2[CH2:21][CH2:20][N:19]([N:23]3[CH2:28][CH2:27][CH2:26][CH2:25][CH2:24]3)[C:18](=[O:29])[C:17]=2[C:16]([CH3:30])=[C:15]1[C:31]1[CH:36]=[CH:35][C:34]([OH:37])=[CH:33][CH:32]=1.I[CH2:39][CH2:40][CH2:41][C:42]([F:45])([F:44])[F:43].O. The catalyst is CN(C=O)C. The product is [Cl:7][C:8]1[CH:13]=[CH:12][CH:11]=[CH:10][C:9]=1[N:14]1[C:22]2[CH2:21][CH2:20][N:19]([N:23]3[CH2:24][CH2:25][CH2:26][CH2:27][CH2:28]3)[C:18](=[O:29])[C:17]=2[C:16]([CH3:30])=[C:15]1[C:31]1[CH:32]=[CH:33][C:34]([O:37][CH2:39][CH2:40][CH2:41][C:42]([F:45])([F:44])[F:43])=[CH:35][CH:36]=1. The yield is 0.400. (4) The reactants are [Br:1][C:2]1[CH:3]=[CH:4][C:5]([OH:11])=[C:6]([C:8](=[O:10])[CH3:9])[CH:7]=1.[C:12]1([C:18](=O)[CH3:19])[CH:17]=[CH:16][CH:15]=[CH:14][CH:13]=1.N1CCCC1.O. The catalyst is C1(C)C=CC=CC=1. The product is [Br:1][C:2]1[CH:7]=[C:6]2[C:5](=[CH:4][CH:3]=1)[O:11][C:18]([CH3:19])([C:12]1[CH:17]=[CH:16][CH:15]=[CH:14][CH:13]=1)[CH2:9][C:8]2=[O:10]. The yield is 0.250. (5) The reactants are [C:1]([O:5][C:6]([N:8]1[CH2:13][CH2:12][C:11](=[C:14]([C:18]2[CH:23]=[CH:22][CH:21]=[CH:20][CH:19]=2)[C:15](O)=[O:16])[CH2:10][CH2:9]1)=[O:7])([CH3:4])([CH3:3])[CH3:2].CCN=C=NCCCN(C)C.C1C=CC2N(O)N=NC=2C=1.[CH:45]([NH:47][NH2:48])=[O:46]. The catalyst is CN(C=O)C.O. The product is [C:1]([O:5][C:6]([N:8]1[CH2:9][CH2:10][C:11](=[C:14]([C:18]2[CH:19]=[CH:20][CH:21]=[CH:22][CH:23]=2)[C:15]([NH:48][NH:47][CH:45]=[O:46])=[O:16])[CH2:12][CH2:13]1)=[O:7])([CH3:4])([CH3:3])[CH3:2]. The yield is 0.970. (6) The reactants are [Br:1][C:2]1[CH:3]=[CH:4][C:5]([C:8]([NH2:10])=[O:9])=[N:6][CH:7]=1.CO[CH:13](OC)[N:14]([CH3:16])[CH3:15]. No catalyst specified. The product is [Br:1][C:2]1[CH:3]=[CH:4][C:5]([C:8](/[N:10]=[CH:13]/[N:14]([CH3:16])[CH3:15])=[O:9])=[N:6][CH:7]=1. The yield is 0.950.